From a dataset of M1 muscarinic receptor antagonist screen with 61,756 compounds. Binary Classification. Given a drug SMILES string, predict its activity (active/inactive) in a high-throughput screening assay against a specified biological target. (1) The result is 0 (inactive). The drug is S(=O)(=O)(NC)c1c(OC)ccc(OC)c1. (2) The molecule is O(C(C(=O)Nc1ccc(cc1)C(=O)N)C)c1ccccc1. The result is 0 (inactive). (3) The molecule is s1c2nc(SCc3nc4sccn4c(=O)c3)n(c(=O)c2c(c1C)C)CC=C. The result is 0 (inactive). (4) The compound is S1(=O)(=O)CC(N(CC(C)C)C(=O)COC(=O)c2c(n(c(c2)C)c2ccc(cc2)C)C)CC1. The result is 0 (inactive). (5) The drug is S(=O)(=O)(Nn1cnnc1)c1ccc(NC(OCCCC)=O)cc1. The result is 0 (inactive).